The task is: Predict the product of the given reaction.. This data is from Forward reaction prediction with 1.9M reactions from USPTO patents (1976-2016). Given the reactants [CH3:1][C:2]1[CH:3]=[C:4]2[C:9](=[CH:10][CH:11]=1)[N:8]=[CH:7][C:6]([N+:12]([O-])=O)=[C:5]2[NH:15][C:16]1[CH:21]=[CH:20][C:19]([C:22]([CH3:26])([CH3:25])[C:23]#[N:24])=[CH:18][CH:17]=1.[H][H], predict the reaction product. The product is: [NH2:12][C:6]1[CH:7]=[N:8][C:9]2[C:4]([C:5]=1[NH:15][C:16]1[CH:21]=[CH:20][C:19]([C:22]([CH3:25])([CH3:26])[C:23]#[N:24])=[CH:18][CH:17]=1)=[CH:3][C:2]([CH3:1])=[CH:11][CH:10]=2.